Dataset: Full USPTO retrosynthesis dataset with 1.9M reactions from patents (1976-2016). Task: Predict the reactants needed to synthesize the given product. Given the product [CH2:10]([N:5]1[C:6]([CH:7]=[O:8])=[C:2]([CH3:1])[N:3]=[CH:4]1)[CH3:11], predict the reactants needed to synthesize it. The reactants are: [CH3:1][C:2]1[N:3]=[CH:4][NH:5][C:6]=1[CH:7]=[O:8].I[CH2:10][CH3:11].O.